From a dataset of Forward reaction prediction with 1.9M reactions from USPTO patents (1976-2016). Predict the product of the given reaction. (1) Given the reactants [Si]([O:8][CH:9]1[CH2:13][CH2:12][N:11]([CH2:14][C@@H:15]([N:31](C)[C:32](=O)OCC2C=CC=CC=2)[C:16]2[CH:21]=[CH:20][CH:19]=[C:18]([C:22]3[N:26]=[C:25]([C:27]([F:30])([F:29])[F:28])[O:24][N:23]=3)[CH:17]=2)[CH2:10]1)(C(C)(C)C)(C)C.Cl, predict the reaction product. The product is: [CH3:32][NH:31][C@@H:15]([C:16]1[CH:21]=[CH:20][CH:19]=[C:18]([C:22]2[N:26]=[C:25]([C:27]([F:30])([F:28])[F:29])[O:24][N:23]=2)[CH:17]=1)[CH2:14][N:11]1[CH2:12][CH2:13][C@H:9]([OH:8])[CH2:10]1. (2) Given the reactants Cl[C:2]1[N:7]=[C:6]([NH:8][CH2:9][C:10]2[CH:15]=[CH:14][C:13]([F:16])=[CH:12][C:11]=2[F:17])[CH:5]=[C:4]([Cl:18])[N:3]=1.[F:19][C:20]([F:31])([F:30])[C:21]1[CH:22]=[C:23](B(O)O)[CH:24]=[N:25][CH:26]=1.[F-].[Cs+], predict the reaction product. The product is: [Cl:18][C:4]1[N:3]=[C:2]([C:23]2[CH:24]=[N:25][CH:26]=[C:21]([C:20]([F:31])([F:30])[F:19])[CH:22]=2)[N:7]=[C:6]([NH:8][CH2:9][C:10]2[CH:15]=[CH:14][C:13]([F:16])=[CH:12][C:11]=2[F:17])[CH:5]=1. (3) The product is: [I:1][C:2]1[CH:10]=[C:9]2[C:5]([CH:6]=[N:7][N:8]2[C:16]2[C:15]([N+:21]([O-:23])=[O:22])=[CH:14][N:19]=[C:18]([NH2:20])[N:17]=2)=[CH:4][CH:3]=1. Given the reactants [I:1][C:2]1[CH:10]=[C:9]2[C:5]([CH:6]=[N:7][NH:8]2)=[CH:4][CH:3]=1.[H-].[Na+].Cl[CH:14]1[NH:19][C:18]([NH2:20])=[N:17][CH:16]=[C:15]1[N+:21]([O-:23])=[O:22], predict the reaction product. (4) Given the reactants [Br:1][C:2]1[CH:7]=[CH:6][C:5]([SH:8])=[CH:4][CH:3]=1.[CH:9]1([CH2:12]Br)[CH2:11][CH2:10]1.C(=O)([O-])[O-].[K+].[K+], predict the reaction product. The product is: [CH:9]1([CH2:12][S:8][C:5]2[CH:6]=[CH:7][C:2]([Br:1])=[CH:3][CH:4]=2)[CH2:11][CH2:10]1.